This data is from Drug half-life prediction data from Obach et al.. The task is: Regression/Classification. Given a drug SMILES string, predict its absorption, distribution, metabolism, or excretion properties. Task type varies by dataset: regression for continuous measurements (e.g., permeability, clearance, half-life) or binary classification for categorical outcomes (e.g., BBB penetration, CYP inhibition). For this dataset (half_life_obach), we predict log10(half-life) (log10 of half-life in hours). (1) The molecule is NNC(=O)c1ccncc1. The log10(half-life) is 0. (2) The drug is O=C1CCC(N2C(=O)c3ccccc3C2=O)C(=O)N1. The log10(half-life) is 0.670. (3) The compound is CCNC(=O)[C@@H]1CCCN1C(=O)[C@H](CCCNC(=N)N)NC(=O)[C@H](CC(C)C)NC(=O)[C@@H](CC(C)C)NC(=O)[C@H](Cc1ccc(O)cc1)NC(=O)[C@H](CO)NC(=O)[C@H](Cc1c[nH]c2ccccc12)NC(=O)[C@H](Cc1c[nH]cn1)NC(=O)[C@@H]1CCC(=O)N1. The log10(half-life) is 0.460. (4) The compound is COc1cc2nc(N(C)CCCNC(=O)C3CCCO3)nc(N)c2cc1OC. The log10(half-life) is 0.680. (5) The compound is CCN1CCN(C(=O)N[C@@H](C(=O)N[C@@H]2C(=O)N3[C@@H](C(=O)O)C(C)(C)S[C@H]23)c2ccccc2)C(=O)C1=O. The log10(half-life) is -0.0200. (6) The molecule is CCCCCOc1ccc(-c2cc(-c3ccc(C(=O)N[C@H]4C[C@@H](O)[C@@H](O)NC(=O)[C@@H]5[C@@H](O)[C@@H](C)CN5C(=O)[C@H]([C@H](O)CC(N)=O)NC(=O)[C@H]([C@H](O)[C@@H](O)c5ccc(O)c(OS(=O)(=O)O)c5)NC(=O)[C@@H]5C[C@@H](O)CN5C(=O)[C@H]([C@@H](C)O)NC4=O)cc3)no2)cc1. The log10(half-life) is 1.20. (7) The compound is NCCCC[C@H](N[C@@H](CCc1ccccc1)C(=O)O)C(=O)N1CCC[C@H]1C(=O)O. The log10(half-life) is 1.62. (8) The molecule is Cc1ccc(NC(=O)c2ccc(CN3CCN(C)CC3)cc2)cc1Nc1nccc(-c2cccnc2)n1. The log10(half-life) is 1.34.